This data is from Forward reaction prediction with 1.9M reactions from USPTO patents (1976-2016). The task is: Predict the product of the given reaction. (1) Given the reactants C(OC(=O)N[C@H:8]([C:12](=O)N)[CH:9]([CH3:11])[CH3:10])(C)(C)C.[CH:16](N(CC)C(C)C)(C)C.F[P-](F)(F)(F)(F)F.N1(OC(N(C)C)=[N+](C)C)C2C=CC=CC=2N=N1.FC(F)(F)C(O)=O.Cl[C:57](Cl)(Cl)[CH2:58][O:59][C:60]([C@@H:62]1CCCN(C(=O)[C@@H](N)C)N1)=[O:61], predict the reaction product. The product is: [CH3:16][CH2:12][CH2:8][CH:9]([CH3:10])[CH3:11].[C:60]([O:59][CH2:58][CH3:57])(=[O:61])[CH3:62]. (2) Given the reactants [Cl:1][C:2]1[C:10]([F:11])=[CH:9][CH:8]=[CH:7][C:3]=1[C:4]([OH:6])=O.[F:12][C:13]([F:32])([F:31])[C:14]1([CH2:17][CH:18]([C:21]2[CH:22]=[N:23][C:24]([C:27]([F:30])([F:29])[F:28])=[N:25][CH:26]=2)[CH2:19][NH2:20])[CH2:16][CH2:15]1, predict the reaction product. The product is: [Cl:1][C:2]1[C:10]([F:11])=[CH:9][CH:8]=[CH:7][C:3]=1[C:4]([NH:20][CH2:19][CH:18]([C:21]1[CH:22]=[N:23][C:24]([C:27]([F:30])([F:29])[F:28])=[N:25][CH:26]=1)[CH2:17][C:14]1([C:13]([F:12])([F:31])[F:32])[CH2:16][CH2:15]1)=[O:6]. (3) Given the reactants [CH:1](=O)[C:2]1C=CC=CC=1.[CH3:9][O:10][C:11]1[CH:18]=[CH:17][C:14]([CH:15]=[O:16])=[CH:13][CH:12]=1, predict the reaction product. The product is: [CH3:9][O:10][C:11]1[CH:18]=[CH:17][C:14]([CH:15]([OH:16])[CH2:1][CH3:2])=[CH:13][CH:12]=1. (4) Given the reactants [Cl:1][C:2]1[C:7]([C:8]2[CH:13]=[CH:12][CH:11]=[CH:10][C:9]=2[Cl:14])=[CH:6][C:5]([NH:15][CH2:16][C:17]([N:19]2[CH2:24][CH2:23][N:22]([C:25](=[O:28])[CH:26]=[CH2:27])[CH2:21][CH2:20]2)=[O:18])=[C:4]([O:29]C)[CH:3]=1.B(Br)(Br)Br, predict the reaction product. The product is: [Cl:1][C:2]1[C:7]([C:8]2[CH:13]=[CH:12][CH:11]=[CH:10][C:9]=2[Cl:14])=[CH:6][C:5]([NH:15][CH2:16][C:17]([N:19]2[CH2:24][CH2:23][N:22]([C:25](=[O:28])[CH:26]=[CH2:27])[CH2:21][CH2:20]2)=[O:18])=[C:4]([OH:29])[CH:3]=1. (5) Given the reactants [NH2:1][C@@H:2]([CH2:6][CH2:7][C:8]([NH:10][C@H:11]([C:14]([NH:16][CH2:17][C:18]([OH:20])=[O:19])=[O:15])[CH2:12][SH:13])=[O:9])[C:3]([OH:5])=[O:4].[CH3:21][As:22]([CH3:24])Cl.N1C=CC=CC=1, predict the reaction product. The product is: [CH3:21][As:22]([CH3:24])[S:13][CH2:12][C@@H:11]([C:14]([NH:16][CH2:17][C:18]([OH:20])=[O:19])=[O:15])[NH:10][C:8](=[O:9])[CH2:7][CH2:6][C@@H:2]([C:3]([OH:5])=[O:4])[NH2:1]. (6) Given the reactants FC(F)(F)S(O[C:7]1[C:15]([F:16])=[CH:14][C:10]2[CH2:11][CH2:12][O:13][C:9]=2[CH:8]=1)(=O)=O.C([O-])(=O)C.[K+].[CH3:24][C:25]1([CH3:41])[C:29]([CH3:31])([CH3:30])[O:28][B:27]([B:27]2[O:28][C:29]([CH3:31])([CH3:30])[C:25]([CH3:41])([CH3:24])[O:26]2)[O:26]1.C(Cl)Cl, predict the reaction product. The product is: [F:16][C:15]1[C:7]([B:27]2[O:28][C:29]([CH3:31])([CH3:30])[C:25]([CH3:41])([CH3:24])[O:26]2)=[CH:8][C:9]2[O:13][CH2:12][CH2:11][C:10]=2[CH:14]=1. (7) Given the reactants [CH2:1]([O:8][N:9]1[C:15](=[O:16])[N:14]2[CH2:17][C@H:10]1[CH2:11][CH2:12][C@H:13]2[C:18]([OH:20])=O)[C:2]1[CH:7]=[CH:6][CH:5]=[CH:4][CH:3]=1.[NH:21]([C:23]([CH:25]1[CH2:30][CH2:29][N:28]([C:31]([O:33][C:34]([CH3:37])([CH3:36])[CH3:35])=[O:32])[CH2:27][CH2:26]1)=[O:24])[NH2:22], predict the reaction product. The product is: [CH2:1]([O:8][N:9]1[C:15](=[O:16])[N:14]2[CH2:17][C@H:10]1[CH2:11][CH2:12][C@H:13]2[C:18]([NH:22][NH:21][C:23]([CH:25]1[CH2:30][CH2:29][N:28]([C:31]([O:33][C:34]([CH3:37])([CH3:36])[CH3:35])=[O:32])[CH2:27][CH2:26]1)=[O:24])=[O:20])[C:2]1[CH:3]=[CH:4][CH:5]=[CH:6][CH:7]=1. (8) The product is: [OH:47][C:42]1[CH:41]=[C:40]([CH:38]([OH:39])[CH2:37][NH:36][C:16]([C@@H:9]2[CH2:10][C:11](=[N:13][O:14][CH3:15])[CH2:12][N:8]2[C:6]([C:30]2[CH:29]=[CH:28][C:27]([C:22]3[CH:23]=[CH:24][CH:25]=[CH:26][C:21]=3[O:20][CH3:19])=[CH:32][CH:31]=2)=[O:7])=[O:18])[CH:45]=[CH:44][C:43]=1[OH:46]. Given the reactants C(O[C:6]([N:8]1[CH2:12][C:11](=[N:13][O:14][CH3:15])[CH2:10][C@H:9]1[C:16]([OH:18])=O)=[O:7])(C)(C)C.[CH3:19][O:20][C:21]1[CH:26]=[CH:25][CH:24]=[CH:23][C:22]=1[C:27]1[CH:32]=[CH:31][C:30](C(O)=O)=[CH:29][CH:28]=1.[NH2:36][CH2:37][CH:38]([C:40]1[CH:41]=[C:42]([OH:47])[C:43]([OH:46])=[CH:44][CH:45]=1)[OH:39], predict the reaction product. (9) Given the reactants [Cl:1][C:2]1[CH:3]=[C:4]([CH3:14])[C:5]2[O:11][CH2:10][CH2:9][CH2:8][C:7](=O)[C:6]=2[CH:13]=1.C([O-])(=O)C.[NH4+].C([BH3-])#[N:21].[Na+].Cl, predict the reaction product. The product is: [NH2:21][CH:7]1[C:6]2[CH:13]=[C:2]([Cl:1])[CH:3]=[C:4]([CH3:14])[C:5]=2[O:11][CH2:10][CH2:9][CH2:8]1. (10) Given the reactants [Br:1][C:2]1[C:7]2[S:8][C:9]3[C:14](Br)=[CH:13][CH:12]=[CH:11][C:10]=3[C:6]=2[CH:5]=[CH:4][CH:3]=1.C([Li])CCC.Cl[Si:22]([CH3:25])([CH3:24])[CH3:23], predict the reaction product. The product is: [Br:1][C:2]1[C:7]2[S:8][C:9]3[C:14]([Si:22]([CH3:25])([CH3:24])[CH3:23])=[CH:13][CH:12]=[CH:11][C:10]=3[C:6]=2[CH:5]=[CH:4][CH:3]=1.